From a dataset of Tyrosyl-DNA phosphodiesterase HTS with 341,365 compounds. Binary Classification. Given a drug SMILES string, predict its activity (active/inactive) in a high-throughput screening assay against a specified biological target. (1) The drug is OCCC1N(CCCC1)C(=O)c1cc2nc(oc2cc1)CCCC. The result is 0 (inactive). (2) The molecule is s1c(CN2CCC(CC2)(Cc2cc(F)ccc2)C(OCC)=O)cnc1C. The result is 0 (inactive). (3) The compound is O(c1cc2c(n(CCN(Cc3ccccc3)Cc3ccccc3)c(c2)C(=O)NC)cc1)C. The result is 0 (inactive). (4) The molecule is O=C1N(C(C)(C)C)C(=O)c2c1cc(cc2)C(=O)Nc1ccc(cc1)C(O)=O. The result is 0 (inactive).